This data is from Forward reaction prediction with 1.9M reactions from USPTO patents (1976-2016). The task is: Predict the product of the given reaction. (1) Given the reactants [O:1]([C:8]1[CH:15]=[CH:14][C:11]([CH2:12][NH2:13])=[CH:10][CH:9]=1)[C:2]1[CH:7]=[CH:6][CH:5]=[CH:4][CH:3]=1.Cl[CH2:17][C:18]1[CH:26]=[CH:25][C:21]([C:22](Cl)=[O:23])=[CH:20][CH:19]=1.[C:27]1([CH2:33][CH2:34][C:35](Cl)=[O:36])[CH:32]=[CH:31][CH:30]=[CH:29][CH:28]=1.[NH2:38][C:39]1[CH:51]=[CH:50][C:42]2[O:43]C(C)(C)[O:45][C:46](=[O:47])[C:41]=2[CH:40]=1, predict the reaction product. The product is: [OH:43][C:42]1[CH:50]=[CH:51][C:39]([N:38]([CH2:17][C:18]2[CH:26]=[CH:25][C:21]([C:22]([NH:13][CH2:12][C:11]3[CH:10]=[CH:9][C:8]([O:1][C:2]4[CH:3]=[CH:4][CH:5]=[CH:6][CH:7]=4)=[CH:15][CH:14]=3)=[O:23])=[CH:20][CH:19]=2)[C:35](=[O:36])[CH2:34][CH2:33][C:27]2[CH:32]=[CH:31][CH:30]=[CH:29][CH:28]=2)=[CH:40][C:41]=1[C:46]([OH:47])=[O:45]. (2) The product is: [CH3:20][N:19]([CH3:21])[CH:18]=[C:13]([C:10]1[CH:11]=[N:12][C:7]([C:1]2[CH:6]=[CH:5][CH:4]=[CH:3][CH:2]=2)=[CH:8][CH:9]=1)[C:14]#[N:15]. Given the reactants [C:1]1([C:7]2[N:12]=[CH:11][C:10]([CH2:13][C:14]#[N:15])=[CH:9][CH:8]=2)[CH:6]=[CH:5][CH:4]=[CH:3][CH:2]=1.CO[CH:18](OC)[N:19]([CH3:21])[CH3:20].[CH3:18][N:19]([CH:21]=O)[CH3:20].C1(C(F)(F)F)C=CC=CC=1, predict the reaction product.